From a dataset of Forward reaction prediction with 1.9M reactions from USPTO patents (1976-2016). Predict the product of the given reaction. (1) Given the reactants OC(C(F)(F)F)=O.[NH:8]1[CH2:11][CH:10]([NH:12][C:13](=[O:30])[CH2:14][NH:15][C:16]2[C:24]3[C:19](=[CH:20][CH:21]=[C:22]([C:25]([F:28])([F:27])[F:26])[CH:23]=3)[N:18]([CH3:29])[N:17]=2)[CH2:9]1.[CH3:31][N:32]([CH3:47])[C:33]1[CH:34]=[C:35]([C:39]2([OH:46])[CH2:44][CH2:43][C:42](=O)[CH2:41][CH2:40]2)[CH:36]=[CH:37][CH:38]=1, predict the reaction product. The product is: [CH3:31][N:32]([CH3:47])[C:33]1[CH:34]=[C:35]([C:39]2([OH:46])[CH2:44][CH2:43][CH:42]([N:8]3[CH2:9][CH:10]([NH:12][C:13](=[O:30])[CH2:14][NH:15][C:16]4[C:24]5[C:19](=[CH:20][CH:21]=[C:22]([C:25]([F:27])([F:26])[F:28])[CH:23]=5)[N:18]([CH3:29])[N:17]=4)[CH2:11]3)[CH2:41][CH2:40]2)[CH:36]=[CH:37][CH:38]=1. (2) Given the reactants [NH:1]1[C:9]2[C:4](=[CH:5][CH:6]=[C:7](/[CH:10]=[C:11]3/[C:12](=[O:28])[NH:13][C:14]4[C:19]/3=[CH:18][C:17]([NH:20]C(=O)OC(C)(C)C)=[CH:16][CH:15]=4)[CH:8]=2)[CH:3]=[N:2]1.[C:29]([OH:35])([C:31]([F:34])([F:33])[F:32])=[O:30], predict the reaction product. The product is: [F:32][C:31]([F:34])([F:33])[C:29]([O-:35])=[O:30].[NH:1]1[C:9]2[C:4](=[CH:5][CH:6]=[C:7](/[CH:10]=[C:11]3/[C:12](=[O:28])[NH:13][C:14]4[C:19]/3=[CH:18][C:17]([NH3+:20])=[CH:16][CH:15]=4)[CH:8]=2)[CH:3]=[N:2]1. (3) Given the reactants [Cl-].O[NH3+:3].[C:4](=[O:7])([O-])[OH:5].[Na+].CS(C)=O.[CH3:13][C:14]1[N:48]=[C:17]2[N:18]([CH2:41][CH:42]([OH:47])[C:43]([F:46])([F:45])[F:44])[C:19](=[O:40])[C:20]([CH2:25][C:26]3[CH:31]=[CH:30][C:29]([C:32]4[C:33]([C:38]#[N:39])=[CH:34][CH:35]=[CH:36][CH:37]=4)=[CH:28][CH:27]=3)=[C:21]([CH2:22][CH2:23][CH3:24])[N:16]2[N:15]=1, predict the reaction product. The product is: [CH3:13][C:14]1[N:48]=[C:17]2[N:18]([CH2:41][CH:42]([OH:47])[C:43]([F:45])([F:44])[F:46])[C:19](=[O:40])[C:20]([CH2:25][C:26]3[CH:27]=[CH:28][C:29]([C:32]4[CH:37]=[CH:36][CH:35]=[CH:34][C:33]=4[C:38]4[NH:3][C:4](=[O:7])[O:5][N:39]=4)=[CH:30][CH:31]=3)=[C:21]([CH2:22][CH2:23][CH3:24])[N:16]2[N:15]=1. (4) Given the reactants C(OC([N:8]1[CH2:13][CH2:12][N:11]([C:14]2[CH:19]=[CH:18][C:17]([O:20][CH2:21][CH2:22][CH2:23][N:24]3[CH2:29][CH2:28][CH2:27][CH2:26][CH2:25]3)=[CH:16][CH:15]=2)[CH2:10][CH2:9]1)=O)(C)(C)C, predict the reaction product. The product is: [N:24]1([CH2:23][CH2:22][CH2:21][O:20][C:17]2[CH:18]=[CH:19][C:14]([N:11]3[CH2:10][CH2:9][NH:8][CH2:13][CH2:12]3)=[CH:15][CH:16]=2)[CH2:29][CH2:28][CH2:27][CH2:26][CH2:25]1. (5) Given the reactants [CH2:1]([O:3][C:4]([C:6]1([N:9]([CH:22]([CH3:24])[CH3:23])[S:10]([C:13]2[CH:14]=[C:15]([CH:19]=[CH:20][CH:21]=2)[C:16](O)=[O:17])(=[O:12])=[O:11])[CH2:8][CH2:7]1)=[O:5])[CH3:2].C(Cl)(=O)C(Cl)=O.[NH2:31][C:32]1[S:33][C:34]2[CH2:61][CH2:60][CH2:59][CH2:58][C:35]=2[C:36]=1[C:37]([NH:39][C:40]1[CH:45]=[CH:44][C:43]([CH2:46][CH2:47][C:48]2[CH:57]=[CH:56][C:51]([C:52]([O:54][CH3:55])=[O:53])=[CH:50][CH:49]=2)=[CH:42][CH:41]=1)=[O:38], predict the reaction product. The product is: [CH2:1]([O:3][C:4]([C:6]1([N:9]([CH:22]([CH3:23])[CH3:24])[S:10]([C:13]2[CH:14]=[C:15]([CH:19]=[CH:20][CH:21]=2)[C:16]([NH:31][C:32]2[S:33][C:34]3[CH2:61][CH2:60][CH2:59][CH2:58][C:35]=3[C:36]=2[C:37]([NH:39][C:40]2[CH:41]=[CH:42][C:43]([CH2:46][CH2:47][C:48]3[CH:49]=[CH:50][C:51]([C:52]([O:54][CH3:55])=[O:53])=[CH:56][CH:57]=3)=[CH:44][CH:45]=2)=[O:38])=[O:17])(=[O:12])=[O:11])[CH2:8][CH2:7]1)=[O:5])[CH3:2]. (6) Given the reactants [F:1][C:2]1[CH:3]=[C:4]([OH:11])[CH:5]=[CH:6][C:7]=1[N+:8]([O-:10])=[O:9].C(=O)([O-])[O-].[K+].[K+].[CH2:18](Br)[C:19]1[CH:24]=[CH:23][CH:22]=[CH:21][CH:20]=1.C(OCC)C, predict the reaction product. The product is: [CH2:18]([O:11][C:4]1[CH:5]=[CH:6][C:7]([N+:8]([O-:10])=[O:9])=[C:2]([F:1])[CH:3]=1)[C:19]1[CH:24]=[CH:23][CH:22]=[CH:21][CH:20]=1. (7) Given the reactants [CH3:1][O:2][C:3](=[O:9])[CH:4]=[C:5](NC)[CH3:6].N1C=CC=CC=1.[Br:16][C:17]1[CH:25]=[CH:24][C:20]([C:21](Cl)=[O:22])=[CH:19][CH:18]=1.C1C[O:29]CC1, predict the reaction product. The product is: [CH3:1][O:2][C:3](=[O:9])[CH:4]([C:21](=[O:22])[C:20]1[CH:24]=[CH:25][C:17]([Br:16])=[CH:18][CH:19]=1)[C:5](=[O:29])[CH3:6]. (8) Given the reactants ClC(Cl)(Cl)[C:3]([C:5]1[N:14]2[C:8]([CH2:9][N:10]([C:19](=[O:29])[CH2:20][O:21][C:22]3[CH:27]=[CH:26][C:25]([Cl:28])=[CH:24][CH:23]=3)[C:11]3[CH:18]=[CH:17][CH:16]=[CH:15][C:12]=3[CH2:13]2)=[CH:7][CH:6]=1)=[O:4].[NH2:32][CH2:33][CH:34]([C:36]1[CH:41]=[CH:40][CH:39]=[CH:38][CH:37]=1)[OH:35], predict the reaction product. The product is: [Cl:28][C:25]1[CH:26]=[CH:27][C:22]([O:21][CH2:20][C:19]([N:10]2[C:11]3[CH:18]=[CH:17][CH:16]=[CH:15][C:12]=3[CH2:13][N:14]3[C:5]([C:3]([NH:32][CH2:33][CH:34]([OH:35])[C:36]4[CH:41]=[CH:40][CH:39]=[CH:38][CH:37]=4)=[O:4])=[CH:6][CH:7]=[C:8]3[CH2:9]2)=[O:29])=[CH:23][CH:24]=1.